From a dataset of Forward reaction prediction with 1.9M reactions from USPTO patents (1976-2016). Predict the product of the given reaction. (1) Given the reactants [CH3:1][N:2]1[CH2:7][CH:6]([CH3:8])[CH2:5][C:4]([NH2:15])([C:9]2[CH:14]=[CH:13][CH:12]=[CH:11][CH:10]=2)[CH2:3]1.[CH2:16]([C:18]1[CH:26]=[C:25]([C:27]([F:30])([F:29])[F:28])[CH:24]=[CH:23][C:19]=1[C:20](O)=[O:21])[CH3:17], predict the reaction product. The product is: [CH3:1][N:2]1[CH2:7][CH:6]([CH3:8])[CH2:5][C:4]([NH:15][C:20](=[O:21])[C:19]2[CH:23]=[CH:24][C:25]([C:27]([F:28])([F:29])[F:30])=[CH:26][C:18]=2[CH2:16][CH3:17])([C:9]2[CH:14]=[CH:13][CH:12]=[CH:11][CH:10]=2)[CH2:3]1. (2) Given the reactants C([O:5][N:6]=[C:7]1[C:16]2[C:11](=[CH:12][CH:13]=[C:14]([Br:17])[CH:15]=2)[O:10][C:9]([C:18]2[N:19]=[CH:20][C:21]3[C:26]([CH:27]=2)=[CH:25][CH:24]=[CH:23][CH:22]=3)=[CH:8]1)(C)(C)C, predict the reaction product. The product is: [Br:17][C:14]1[CH:15]=[C:16]2[C:11](=[CH:12][CH:13]=1)[O:10][C:9]([C:18]1[N:19]=[CH:20][C:21]3[C:26]([CH:27]=1)=[CH:25][CH:24]=[CH:23][CH:22]=3)=[CH:8][C:7]2=[N:6][OH:5]. (3) The product is: [CH3:1][O:2][C:3]1[CH:4]=[CH:5][C:6]([CH2:7][N:8]2[CH:12]=[C:11]([C:13]3[N:14]=[C:15]([O:18][C:23]4[N:28]=[CH:27][CH:26]=[CH:25][N:24]=4)[S:16][CH:17]=3)[C:10]([CH3:19])=[N:9]2)=[CH:20][CH:21]=1. Given the reactants [CH3:1][O:2][C:3]1[CH:21]=[CH:20][C:6]([CH2:7][N:8]2[CH:12]=[C:11]([C:13]3[N:14]=[C:15]([OH:18])[S:16][CH:17]=3)[C:10]([CH3:19])=[N:9]2)=[CH:5][CH:4]=1.Cl[C:23]1[N:28]=[CH:27][CH:26]=[CH:25][N:24]=1.C(=O)([O-])[O-].[Cs+].[Cs+], predict the reaction product. (4) Given the reactants CN(C)C=O.OC1C=CC(S([N:16]2[CH2:22][CH2:21][CH:20]3[CH2:23][CH:17]2[C:18](=[O:24])[O:19]3)(=O)=O)=CC=1.C(=O)([O-])[O-].[Cs+].[Cs+], predict the reaction product. The product is: [CH:17]12[CH2:23][CH:20]([O:19][C:18]1=[O:24])[CH2:21][CH2:22][NH:16]2. (5) Given the reactants [CH3:1][C:2]1[C:7]([CH:8]=O)=[C:6]([O:10][CH3:11])[C:5]([O:12][CH3:13])=[C:4]([O:14][CH3:15])[C:3]=1[O:16][CH3:17].CC1C(/[CH:25]=[CH:26]/[C:27]([O:29][CH2:30][CH3:31])=[O:28])=C(OC)C(OC)=C(OC)C=1OC, predict the reaction product. The product is: [CH3:1][C:2]1[C:7](/[CH:8]=[C:26](\[CH3:25])/[C:27]([O:29][CH2:30][CH3:31])=[O:28])=[C:6]([O:10][CH3:11])[C:5]([O:12][CH3:13])=[C:4]([O:14][CH3:15])[C:3]=1[O:16][CH3:17].